This data is from Forward reaction prediction with 1.9M reactions from USPTO patents (1976-2016). The task is: Predict the product of the given reaction. (1) Given the reactants [NH2:1][C:2]1[C:7]([CH3:8])=[CH:6][CH:5]=[CH:4][N:3]=1.C(N(CC)CC)C.[C:16](Cl)(Cl)=[O:17].C1COCC1.Cl.[N:26]1([C:32]2[CH:37]=[CH:36][C:35]([NH:38][C:39]([C:41]3[N:42]=[C:43]([C:50]4[CH:55]=[CH:54][CH:53]=[CH:52][CH:51]=4)[O:44][C:45]=3[C:46]([F:49])([F:48])[F:47])=[O:40])=[CH:34][CH:33]=2)[CH2:31][CH2:30][NH:29][CH2:28][CH2:27]1, predict the reaction product. The product is: [CH3:8][C:7]1[C:2]([NH:1][C:16]([N:29]2[CH2:30][CH2:31][N:26]([C:32]3[CH:37]=[CH:36][C:35]([NH:38][C:39]([C:41]4[N:42]=[C:43]([C:50]5[CH:55]=[CH:54][CH:53]=[CH:52][CH:51]=5)[O:44][C:45]=4[C:46]([F:47])([F:49])[F:48])=[O:40])=[CH:34][CH:33]=3)[CH2:27][CH2:28]2)=[O:17])=[N:3][CH:4]=[CH:5][CH:6]=1. (2) Given the reactants [F:1][C:2]([F:17])([F:16])[C:3]1[CH:8]=[CH:7][C:6]([C:9]#[C:10][CH2:11][CH2:12][CH2:13][CH2:14][OH:15])=[CH:5][CH:4]=1.C(OC1C=CC(C(=O)C)=CC=1C(F)(F)F)CCCCCCC, predict the reaction product. The product is: [F:1][C:2]([F:16])([F:17])[C:3]1[CH:4]=[CH:5][C:6]([CH2:9][CH2:10][CH2:11][CH2:12][CH2:13][CH2:14][OH:15])=[CH:7][CH:8]=1.